From a dataset of Reaction yield outcomes from USPTO patents with 853,638 reactions. Predict the reaction yield, written as a fraction of the theoretical maximum amount of product (1.0 means a 100% yield; for example, 0.34 means a 34% yield). (1) The reactants are [CH3:1][O:2][C:3]1[CH:4]=[C:5]([CH2:9][C:10](Cl)=[O:11])[CH:6]=[CH:7][CH:8]=1.[NH2:13][C:14]1[CH:19]=[CH:18][CH:17]=[CH:16][CH:15]=1.O. The catalyst is C(OCC)(=O)C. The product is [CH3:1][O:2][C:3]1[CH:4]=[C:5]([CH2:9][C:10]([NH:13][C:14]2[CH:19]=[CH:18][CH:17]=[CH:16][CH:15]=2)=[O:11])[CH:6]=[CH:7][CH:8]=1. The yield is 0.890. (2) The reactants are [CH3:1][O:2][C:3]1[CH:4]=[C:5]2[C:10](=[CH:11][CH:12]=1)[C:9](O)=[N:8][C:7]([N:14]1[CH2:18][CH2:17][CH2:16][CH2:15]1)=[CH:6]2.O=P(Cl)(Cl)[Cl:21]. No catalyst specified. The product is [Cl:21][C:9]1[C:10]2[C:5](=[CH:4][C:3]([O:2][CH3:1])=[CH:12][CH:11]=2)[CH:6]=[C:7]([N:14]2[CH2:18][CH2:17][CH2:16][CH2:15]2)[N:8]=1. The yield is 0.483. (3) The reactants are [CH:1]([C@H:4]1[N:9]([C:10]([O:12][C:13]([CH3:16])([CH3:15])[CH3:14])=[O:11])[CH2:8][CH2:7][N:6]2[C:17]3[CH:23]=[C:22]([S:24]([CH3:27])(=[O:26])=[O:25])[C:21]([C:28](OC)=[O:29])=[CH:20][C:18]=3[N:19]=[C:5]12)([CH3:3])[CH3:2].CC(C[AlH]CC(C)C)C.CCOC(C)=O. The catalyst is C(Cl)Cl. The product is [OH:29][CH2:28][C:21]1[C:22]([S:24]([CH3:27])(=[O:25])=[O:26])=[CH:23][C:17]2[N:6]3[CH2:7][CH2:8][N:9]([C:10]([O:12][C:13]([CH3:15])([CH3:16])[CH3:14])=[O:11])[C@H:4]([CH:1]([CH3:2])[CH3:3])[C:5]3=[N:19][C:18]=2[CH:20]=1. The yield is 0.741. (4) The reactants are C([Li])(CC)C.[CH3:6][O:7][C:8]1[CH:16]=[C:15]([C:17]([F:20])([F:19])[F:18])[CH:14]=[CH:13][C:9]=1[C:10]([OH:12])=[O:11].[CH3:21][S:22]SC. The catalyst is O1CCCC1. The product is [CH3:6][O:7][C:8]1[CH:16]=[C:15]([C:17]([F:18])([F:19])[F:20])[CH:14]=[C:13]([S:22][CH3:21])[C:9]=1[C:10]([OH:12])=[O:11]. The yield is 0.110. (5) The yield is 0.333. No catalyst specified. The reactants are [N+:1]([C:4]1[CH:5]=[C:6]([CH:10]=[CH:11][C:12]=1[N+:13]([O-:15])=[O:14])[C:7]([OH:9])=O)([O-:3])=[O:2].[N:16]1([CH2:22][CH2:23][N:24]2[CH2:29][CH2:28][NH:27][CH2:26][CH2:25]2)[CH2:21][CH2:20][O:19][CH2:18][CH2:17]1. The product is [N+:1]([C:4]1[CH:5]=[C:6]([C:7]([N:27]2[CH2:26][CH2:25][N:24]([CH2:23][CH2:22][N:16]3[CH2:17][CH2:18][O:19][CH2:20][CH2:21]3)[CH2:29][CH2:28]2)=[O:9])[CH:10]=[CH:11][C:12]=1[N+:13]([O-:15])=[O:14])([O-:3])=[O:2]. (6) The product is [Cl:56][C:57]1[CH:62]=[CH:61][CH:60]=[CH:59][C:58]=1[NH:63][C:64](=[O:65])[NH:32][C:33]1[CH:38]=[CH:37][C:36]([C:39]2[S:43][C:42]([CH:44]3[CH2:49][CH2:48][N:47]([CH2:50][C:51]([O:53][CH2:54][CH3:55])=[O:52])[CH2:46][CH2:45]3)=[N:41][CH:40]=2)=[CH:35][CH:34]=1. The reactants are FC(F)(F)C1C=C(NC(=O)NC2C=CC(C3SC(CCC(OC)=O)=NC=3)=CC=2)C=CC=1.[NH2:32][C:33]1[CH:38]=[CH:37][C:36]([C:39]2[S:43][C:42]([CH:44]3[CH2:49][CH2:48][N:47]([CH2:50][C:51]([O:53][CH2:54][CH3:55])=[O:52])[CH2:46][CH2:45]3)=[N:41][CH:40]=2)=[CH:35][CH:34]=1.[Cl:56][C:57]1[CH:62]=[CH:61][CH:60]=[CH:59][C:58]=1[N:63]=[C:64]=[O:65]. The yield is 0.870. No catalyst specified. (7) The reactants are Br[C:2]1[CH:7]=[CH:6][C:5]([C:8]([C:10]([C:12]2[CH:17]=[CH:16][C:15](Br)=[CH:14][CH:13]=2)=[O:11])=[O:9])=[CH:4][CH:3]=1.C([O-])([O-])=O.[K+].[K+].[Li+].[Cl-].[CH2:27]=[CH:28][C:29]1[CH:34]=[CH:33][CH:32]=[CH:31][CH:30]=1. The catalyst is [N+](CCCC)(CCCC)(CCCC)CCCC.[Br-].CC([O-])=O.CC([O-])=O.[Pd+2].CN(C=O)C. The product is [CH:27]([C:2]1[CH:7]=[CH:6][C:5]([C:8](=[O:9])[C:10]([C:12]2[CH:17]=[CH:16][C:15]([CH:10]=[CH:8][C:5]3[CH:6]=[CH:7][CH:2]=[CH:3][CH:4]=3)=[CH:14][CH:13]=2)=[O:11])=[CH:4][CH:3]=1)=[CH:28][C:29]1[CH:34]=[CH:33][CH:32]=[CH:31][CH:30]=1. The yield is 0.693. (8) The reactants are [CH:1]1[C:2]([C:10]([O:12][CH2:13][CH3:14])=[O:11])=[CH:3][N:4]2[C:9]=1[CH:8]=[CH:7][CH:6]=[CH:5]2.[I:15]N1C(=O)CCC1=O. The catalyst is CC#N.C(Cl)Cl. The product is [I:15][C:3]1[N:4]2[C:9]([CH:8]=[CH:7][CH:6]=[CH:5]2)=[CH:1][C:2]=1[C:10]([O:12][CH2:13][CH3:14])=[O:11]. The yield is 0.940.